This data is from Forward reaction prediction with 1.9M reactions from USPTO patents (1976-2016). The task is: Predict the product of the given reaction. (1) Given the reactants [Cl:1][C:2]1[CH:7]=[CH:6][C:5]([C@H:8]2[N:15]3[C:11]([S:12][C:13]([C:19]([N:21]4[C@H:28]([CH3:29])[CH2:27][CH2:26][C@H:22]4[C:23]([OH:25])=O)=[O:20])=[C:14]3[CH:16]([CH3:18])[CH3:17])=[N:10][C@:9]2([C:31]2[CH:36]=[CH:35][C:34]([Cl:37])=[CH:33][CH:32]=2)[CH3:30])=[CH:4][CH:3]=1.[F:38][C@H:39]1[CH2:43][NH:42][CH2:41][C@@H:40]1[NH:44][C:45](=[O:51])[O:46][C:47]([CH3:50])([CH3:49])[CH3:48], predict the reaction product. The product is: [Cl:1][C:2]1[CH:3]=[CH:4][C:5]([C@H:8]2[N:15]3[C:11]([S:12][C:13]([C:19]([N:21]4[C@H:28]([CH3:29])[CH2:27][CH2:26][C@H:22]4[C:23]([N:42]4[CH2:43][C@H:39]([F:38])[C@@H:40]([NH:44][C:45](=[O:51])[O:46][C:47]([CH3:49])([CH3:48])[CH3:50])[CH2:41]4)=[O:25])=[O:20])=[C:14]3[CH:16]([CH3:17])[CH3:18])=[N:10][C@:9]2([C:31]2[CH:32]=[CH:33][C:34]([Cl:37])=[CH:35][CH:36]=2)[CH3:30])=[CH:6][CH:7]=1. (2) The product is: [C:1]([C:5]1[CH:10]=[CH:9][CH:8]=[CH:7][C:6]=1[C:11]1[C:19]2[C:14](=[CH:15][CH:16]=[CH:17][CH:18]=2)[NH:13][CH:12]=1)([CH3:4])([CH3:2])[CH3:3]. Given the reactants [C:1]([C:5]1[CH:10]=[CH:9][CH:8]=[CH:7][C:6]=1[C:11]1[C:19]2[C:14](=[CH:15][CH:16]=[CH:17][CH:18]=2)[N:13](S(C2C=CC=CC=2)(=O)=O)[CH:12]=1)([CH3:4])([CH3:3])[CH3:2].[F-].C([N+](CCCC)(CCCC)CCCC)CCC, predict the reaction product.